From a dataset of Drug-target binding data from BindingDB using IC50 measurements. Regression. Given a target protein amino acid sequence and a drug SMILES string, predict the binding affinity score between them. We predict pIC50 (pIC50 = -log10(IC50 in M); higher means more potent). Dataset: bindingdb_ic50. (1) The small molecule is CCn1c(=O)sn(C2CCCCC2)c1=O. The target is XTSFAESXKPVQQPSAFGS. The pIC50 is 5.0. (2) The drug is CCOC(=O)/C=C/C(=O)N(CC(N)=O)NC(=O)[C@@H]1CCCN1C(=O)[C@H]1CSCN1C(C)=O. The target protein sequence is MTWRVAVLLSLVLGAGAVPVGVDDPEDGGKHWVVIVAGSNGWYNYRHQADACHAYQIIHRNGIPDEQIIVMMYDDIANSEENPTPGVVINRPNGTDVYKGVLKDYTGEDVTPENFLAVLRGDAEAVKGKGSGKVLKSGPRDHVFIYFTDHGATGILVFPNDDLHVKDLNKTIRYMYEHKMYQKMVFYIEACESGSMMNHLPDDINVYATTAANPKESSYACYYDEERGTYLGDWYSVNWMEDSDVEDLTKETLHKQYHLVKSHTNTSHVMQYGNKSISTMKVMQFQGMKHRASSPISLPPVTHLDLTPSPDVPLTILKRKLLRTNDVKESQNLIGQIQQFLDARHVIEKSVHKIVSLLAGFGETAERHLSERTMLTAHDCYQEAVTHFRTHCFNWHSVTYEHALRYLYVLANLCEAPYPIDRIEMAMDKVCLSHY. The pIC50 is 6.8. (3) The small molecule is Nc1nc(C(N=O)C(=O)N[C@@H]2C(=O)N3C(C(=O)O)=C(C=C4CCN([C@@H]5CCNC5)C4=O)CS[C@H]23)ns1. The target protein sequence is MKKIKIVPLILIVVVVGFGIYFYASKDKEINNTIDAIEDKNFKQVYKDSSYISKSDNGEVEMTERPIKIYNSLGVKDINIQDRKIKKVSKNKKRVDAQYKIKTNYGNIDRNVQFNFVKEDGMWKLDWDHSVIIPGMQKDQSIHIENLKSERGKILDRNNVELANTGTAYEIGIVPKNVSKKDYKAIAKELSISEDYIKQQMDQNWVQDDTFVPLKTVKKMDEYLSDFAKKFHLTTNETESRNYPLGKATSHLLGYVGPINSEELKQKEYKGYKDDAVIGKKGLEKLYDKKLQHEDGYRVTIVDDNSNTIAHTLIEKKKKDGKDIQLTIDAKVQKSIYNNMKNDYGSGTAIHPQTGELLALVSTPSYDVYPFMYGMSNEEYNKLTEDKKEPLLNKFQITTSPGSTQKILTAMIGLNNKTLDDKTSYKIDGKGWQKDKSWGGYNVTRYEVVNGNIDLKQAIESSDNIFFARVALELGSKKFEKGMKKLGVGEDIPSDYPFYN.... The pIC50 is 5.7. (4) The compound is C[C@@H](NC(=O)CN1CCOCC1)C(=O)N[C@@H](Cc1c[nH]c2ccccc12)C(=O)N[C@@H](CC1CCCCC1)C(=O)[C@@]1(C)CO1. The target protein (P28065) has sequence MLRAGAPTGDLPRAGEVHTGTTIMAVEFDGGVVMGSDSRVSAGEAVVNRVFDKLSPLHERIYCALSGSAADAQAVADMAAYQLELHGIELEEPPLVLAAANVVRNISYKYREDLSAHLMVAGWDQREGGQVYGTLGGMLTRQPFAIGGSGSTFIYGYVDAAYKPGMSPEECRRFTTDAIALAMSRDGSSGGVIYLVTITAAGVDHRVILGNELPKFYDE. The pIC50 is 5.0. (5) The small molecule is Nc1nc2c(c(=O)[nH]1)C1CN(c3ccc(C(=O)NC(CCC(=O)O)C(=O)O)cc3)CCC1CN2. The target protein (P22102) has sequence MAARVLIIGSGGREHTLAWKLAQSHHVKQVLVAPGNAGTACSEKISNTAISISDHTALAQFCKEKKIEFVVVGPEAPLAAGIVGNLRSAGVQCFGPTAEAAQLESSKRFAKEFMDRHGIPTAQWKAFTKPEEACSFILSADFPALVVKASGLAAGKGVIVAKSKEEACKAVQEIMQEKAFGAAGETIVIEELLDGEEVSCLCFTDGKTVAPMPPAQDHKRLLEGDGGPNTGGMGAYCPAPQVSNDLLLKIKDTVLQRTVDGMQQEGTPYTGILYAGIMLTKNGPKVLEFNCRFGDPECQVILPLLKSDLYEVIQSTLDGLLCTSLPVWLENHTALTVVMASKGYPGDYTKGVEITGFPEAQALGLEVFHAGTALKNGKVVTHGGRVLAVTAIRENLISALEEAKKGLAAIKFEGAIYRKDVGFRAIAFLQQPRSLTYKESGVDIAAGNMLVKKIQPLAKATSRSGCKVDLGGFAGLFDLKAAGFKDPLLASGTDGVGTKL.... The pIC50 is 4.7. (6) The drug is COc1nc(Cl)nc(Nc2ccc(Nc3cc(S(=O)(=O)[O-])c(N)c4c3C(=O)c3ccccc3C4=O)cc2S(=O)(=O)[O-])n1. The pIC50 is 5.0. The target protein (Q15077) has sequence MEWDNGTGQALGLPPTTCVYRENFKQLLLPPVYSAVLAAGLPLNICVITQICTSRRALTRTAVYTLNLALADLLYACSLPLLIYNYAQGDHWPFGDFACRLVRFLFYANLHGSILFLTCISFQRYLGICHPLAPWHKRGGRRAAWLVCVAVWLAVTTQCLPTAIFAATGIQRNRTVCYDLSPPALATHYMPYGMALTVIGFLLPFAALLACYCLLACRLCRQDGPAEPVAQERRGKAARMAVVVAAAFAISFLPFHITKTAYLAVRSTPGVPCTVLEAFAAAYKGTRPFASANSVLDPILFYFTQKKFRRRPHELLQKLTAKWQRQGR.